From a dataset of Forward reaction prediction with 1.9M reactions from USPTO patents (1976-2016). Predict the product of the given reaction. (1) Given the reactants C([O:4][C@@H:5]1[C@H:9]([O:10]C(=O)C)[C@@H:8]([C:14]2[O:18][N:17]=[C:16]([CH2:19][O:20]C(=O)C)[CH:15]=2)[O:7][C@H:6]1[N:24]1[CH:32]=[N:31][C:30]2[C:25]1=[N:26][C:27]([Cl:42])=[N:28][C:29]=2[NH:33][C:34]1[CH:39]=[CH:38][C:37]([Cl:40])=[CH:36][C:35]=1[F:41])(=O)C.C(N)(C)(C)C, predict the reaction product. The product is: [Cl:42][C:27]1[N:26]=[C:25]2[C:30]([N:31]=[CH:32][N:24]2[C@H:6]2[C@H:5]([OH:4])[C@H:9]([OH:10])[C@@H:8]([C:14]3[O:18][N:17]=[C:16]([CH2:19][OH:20])[CH:15]=3)[O:7]2)=[C:29]([NH:33][C:34]2[CH:39]=[CH:38][C:37]([Cl:40])=[CH:36][C:35]=2[F:41])[N:28]=1. (2) Given the reactants Br[C:2]1[N:6]([CH3:7])[CH:5]=[N:4][C:3]=1[C:8]1[CH:13]=[C:12]([C:14]#[N:15])[CH:11]=[CH:10][N:9]=1.[CH:16]1([CH2:19][O:20][C:21]2[CH:26]=[CH:25][C:24](B(O)O)=[CH:23][CH:22]=2)[CH2:18][CH2:17]1, predict the reaction product. The product is: [CH:16]1([CH2:19][O:20][C:21]2[CH:26]=[CH:25][C:24]([C:2]3[N:6]([CH3:7])[CH:5]=[N:4][C:3]=3[C:8]3[CH:13]=[C:12]([C:14]#[N:15])[CH:11]=[CH:10][N:9]=3)=[CH:23][CH:22]=2)[CH2:17][CH2:18]1. (3) Given the reactants Br[C:2]1[CH:3]=[CH:4][C:5]2[N:6]([C:8]([S:11][C:12]3[CH:13]=[C:14]4[C:19](=[CH:20][CH:21]=3)[N:18]=[CH:17][C:16]([N:22]3[CH2:27][CH2:26][O:25][CH2:24][CH2:23]3)=[CH:15]4)=[N:9][N:10]=2)[CH:7]=1.N#N.C([Sn](CCCC)(CCCC)[C:35]([O:37][CH2:38][CH3:39])=[CH2:36])CCC, predict the reaction product. The product is: [CH2:38]([O:37][C:35]([C:2]1[CH:3]=[CH:4][C:5]2[N:6]([C:8]([S:11][C:12]3[CH:13]=[C:14]4[C:19](=[CH:20][CH:21]=3)[N:18]=[CH:17][C:16]([N:22]3[CH2:27][CH2:26][O:25][CH2:24][CH2:23]3)=[CH:15]4)=[N:9][N:10]=2)[CH:7]=1)=[CH2:36])[CH3:39]. (4) Given the reactants C(=[N:14][CH:15]([CH:18]([C:20]1[CH:29]=[CH:28][CH:27]=[C:26]2[C:21]=1[CH:22]=[CH:23][CH:24]=[N:25]2)[CH3:19])[C:16]#[N:17])(C1C=CC=CC=1)C1C=CC=CC=1.Cl, predict the reaction product. The product is: [NH2:14][CH:15]([CH:18]([C:20]1[CH:29]=[CH:28][CH:27]=[C:26]2[C:21]=1[CH:22]=[CH:23][CH:24]=[N:25]2)[CH3:19])[C:16]#[N:17]. (5) Given the reactants [I:1][C:2]1[CH:3]=[CH:4][C:5]2[O:9][C:8]([C:10]([OH:12])=O)=[C:7]([CH3:13])[C:6]=2[C:14]=1[O:15][CH3:16].[CH3:17][O:18][C:19](=[O:41])[C@@H:20]([NH:24][S:25]([C:28]1[CH:33]=[CH:32][C:31]([C:34]2[CH:39]=[CH:38][C:37]([NH2:40])=[CH:36][CH:35]=2)=[CH:30][CH:29]=1)(=[O:27])=[O:26])[CH:21]([CH3:23])[CH3:22].F[P-](F)(F)(F)(F)F.N1(O[P+](N(C)C)(N(C)C)N(C)C)C2C=CC=CC=2N=N1.C(N(CC)C(C)C)(C)C, predict the reaction product. The product is: [CH3:17][O:18][C:19](=[O:41])[C@@H:20]([NH:24][S:25]([C:28]1[CH:33]=[CH:32][C:31]([C:34]2[CH:35]=[CH:36][C:37]([NH:40][C:10]([C:8]3[O:9][C:5]4[CH:4]=[CH:3][C:2]([I:1])=[C:14]([O:15][CH3:16])[C:6]=4[C:7]=3[CH3:13])=[O:12])=[CH:38][CH:39]=2)=[CH:30][CH:29]=1)(=[O:27])=[O:26])[CH:21]([CH3:23])[CH3:22]. (6) Given the reactants [NH2:1][C:2]1[CH:7]=[CH:6][C:5]([N+:8]([O-:10])=[O:9])=[CH:4][C:3]=1[S:11]([OH:14])(=O)=[O:12].P(Cl)(Cl)(Cl)=O.[OH-].[NH4+:21].[OH-].[Na+].C, predict the reaction product. The product is: [NH2:1][C:2]1[CH:7]=[CH:6][C:5]([N+:8]([O-:10])=[O:9])=[CH:4][C:3]=1[S:11]([NH2:21])(=[O:14])=[O:12]. (7) Given the reactants [C:1]([C:3]1[C:4]([C:34]2[CH:39]=[C:38]([F:40])[CH:37]=[CH:36][C:35]=2[O:41][CH3:42])=[C:5]2[CH:11]=[C:10]([C:12]3[CH2:17][CH2:16][N:15]([C:18]([O:20][C:21]([CH3:24])([CH3:23])[CH3:22])=[O:19])[CH2:14][CH:13]=3)[N:9](S(C3C=CC=CC=3)(=O)=O)[C:6]2=[N:7][CH:8]=1)#[N:2].[OH-].[Na+], predict the reaction product. The product is: [C:1]([C:3]1[C:4]([C:34]2[CH:39]=[C:38]([F:40])[CH:37]=[CH:36][C:35]=2[O:41][CH3:42])=[C:5]2[CH:11]=[C:10]([C:12]3[CH2:17][CH2:16][N:15]([C:18]([O:20][C:21]([CH3:24])([CH3:23])[CH3:22])=[O:19])[CH2:14][CH:13]=3)[NH:9][C:6]2=[N:7][CH:8]=1)#[N:2]. (8) Given the reactants [NH2:1][C:2]1[CH:3]=[CH:4][C:5]([F:18])=[C:6]([C@:8]2([CH3:17])[C:13]([F:15])([F:14])[CH2:12][O:11][C:10]([NH2:16])=[N:9]2)[CH:7]=1.[CH3:19][C:20]1[O:21][C:22]([C:28]([F:31])([F:30])[F:29])=[C:23]([C:25](O)=[O:26])[N:24]=1, predict the reaction product. The product is: [NH2:16][C:10]1[O:11][CH2:12][C:13]([F:14])([F:15])[C@:8]([C:6]2[CH:7]=[C:2]([NH:1][C:25]([C:23]3[N:24]=[C:20]([CH3:19])[O:21][C:22]=3[C:28]([F:31])([F:29])[F:30])=[O:26])[CH:3]=[CH:4][C:5]=2[F:18])([CH3:17])[N:9]=1. (9) Given the reactants [CH2:1]([O:3][CH:4]([O:11][CH2:12][CH3:13])[C:5]#[C:6][CH:7]([OH:10])[CH2:8][CH3:9])[CH3:2], predict the reaction product. The product is: [CH2:12]([O:11][CH:4]([O:3][CH2:1][CH3:2])[C:5]#[C:6][C:7](=[O:10])[CH2:8][CH3:9])[CH3:13]. (10) The product is: [Cl:29][C:30]1[CH:35]=[C:34]([I:36])[CH:33]=[CH:32][C:31]=1[C:9]1[NH:10][C:11]([C@@H:13]([N:17]2[C:21](=[O:22])[C@@H:20]([C:23]3[CH:122]=[CH:123][C:124]([O:127][CH2:128][C@H:129]([OH:130])[CH2:133][OH:132])=[CH:125][CH:126]=3)[NH:19][C:18]2=[O:28])[C@H:14]([C:15]2[CH:42]=[CH:41][CH:38]=[CH:39][CH:40]=2)[CH3:16])=[N:12][C:8]=1[CH3:72]. Given the reactants IC1C=CC([C:8]2[NH:12][C:11]([C@@H:13]([N:17]3[C:21](=[O:22])[C@@H:20]([CH2:23]CC(O)=O)[NH:19][C:18]3=[O:28])[CH:14]([CH3:16])[CH3:15])=[N:10][CH:9]=2)=CC=1.[Cl:29][C:30]1[CH:35]=[C:34]([I:36])[CH:33]=[CH:32][C:31]=1I.[CH:38]1([CH2:41][C@H:42]2NC(=O)N([C@H](C3NC(C4C=CC(I)=CC=4F)=C(C)N=3)[C@H](C3C=CC=CC=3)C)C2=O)[CH2:40][CH2:39]1.[CH2:72]([Mg]Br)C.C(OC(N[C@H](C1C=CC(OCC(=O)N(C)C)=CC=1)C(O)=O)=O)(C)(C)C.ClN1C(=O)CCC1=O.C(OC(N[C@H](C1[CH:126]=[CH:125][C:124]([O:127][CH2:128][C@H:129]2[CH2:133][O:132]C(C)(C)[O:130]2)=[CH:123][CH:122]=1)C(O)=O)=O)(C)(C)C, predict the reaction product.